Predict which catalyst facilitates the given reaction. From a dataset of Catalyst prediction with 721,799 reactions and 888 catalyst types from USPTO. (1) Reactant: C([N:8]1[CH2:13][CH2:12][N:11]([C:14]2([C:17]3[CH:22]=[CH:21][CH:20]=[CH:19][CH:18]=3)[CH2:16][CH2:15]2)[CH2:10][CH2:9]1)C1C=CC=CC=1.[Cl:23]C(OCCl)=O.CO. Product: [C:17]1([C:14]2([N:11]3[CH2:10][CH2:9][NH:8][CH2:13][CH2:12]3)[CH2:15][CH2:16]2)[CH:22]=[CH:21][CH:20]=[CH:19][CH:18]=1.[ClH:23]. The catalyst class is: 68. (2) Reactant: [CH2:1]([C:3]1[N:15]([C@@H:16]2[C:24]3[C:19](=[CH:20][C:21]([C:25]4[CH:30]=[CH:29][CH:28]=[CH:27][C:26]=4[C:31]4[N:35]([C:36]([C:49]5[CH:54]=[CH:53][CH:52]=[CH:51][CH:50]=5)([C:43]5[CH:48]=[CH:47][CH:46]=[CH:45][CH:44]=5)[C:37]5[CH:42]=[CH:41][CH:40]=[CH:39][CH:38]=5)[N:34]=[N:33][N:32]=4)=[CH:22][CH:23]=3)[CH2:18][CH2:17]2)[C:6]2=[N:7][C:8]([CH2:12][CH2:13][OH:14])=[CH:9][C:10]([CH3:11])=[C:5]2[N:4]=1)[CH3:2].[H-].[Na+].[CH3:57]I. Product: [CH2:1]([C:3]1[N:15]([C@@H:16]2[C:24]3[C:19](=[CH:20][C:21]([C:25]4[CH:30]=[CH:29][CH:28]=[CH:27][C:26]=4[C:31]4[N:35]([C:36]([C:43]5[CH:44]=[CH:45][CH:46]=[CH:47][CH:48]=5)([C:37]5[CH:38]=[CH:39][CH:40]=[CH:41][CH:42]=5)[C:49]5[CH:54]=[CH:53][CH:52]=[CH:51][CH:50]=5)[N:34]=[N:33][N:32]=4)=[CH:22][CH:23]=3)[CH2:18][CH2:17]2)[C:6]2=[N:7][C:8]([CH2:12][CH2:13][O:14][CH3:57])=[CH:9][C:10]([CH3:11])=[C:5]2[N:4]=1)[CH3:2]. The catalyst class is: 1. (3) Reactant: [Br-].[Mg+2].[Br-].[Cl:4][C:5]1[CH:6]=[C:7]([NH:11][C:12]2[N:17]=[C:16]([C:18]3[CH:23]=[CH:22][N:21]=[C:20]([C:24](OCC)=[O:25])[CH:19]=3)[CH:15]=[CH:14][N:13]=2)[CH:8]=[CH:9][CH:10]=1.[CH2:29]([NH:31][CH2:32][CH3:33])[CH3:30].O. Product: [Cl:4][C:5]1[CH:6]=[C:7]([NH:11][C:12]2[N:17]=[C:16]([C:18]3[CH:23]=[CH:22][N:21]=[C:20]([C:24]([N:31]([CH2:32][CH3:33])[CH2:29][CH3:30])=[O:25])[CH:19]=3)[CH:15]=[CH:14][N:13]=2)[CH:8]=[CH:9][CH:10]=1. The catalyst class is: 7. (4) Reactant: [CH2:1]([S:3]([N:6]1[CH2:11][CH2:10][CH:9]([C:12]2[C:20]3[C:15](=[C:16]([C:30]([NH2:32])=[O:31])[CH:17]=[C:18](B4OC(C)(C)C(C)(C)O4)[CH:19]=3)[NH:14][CH:13]=2)[CH2:8][CH2:7]1)(=[O:5])=[O:4])[CH3:2].C(=O)([O-])[O-].[Na+].[Na+].Br[C:40]1[CH:41]=[N:42][N:43]([CH2:45][CH2:46][Cl:47])[CH:44]=1. Product: [Cl:47][CH2:46][CH2:45][N:43]1[CH:44]=[C:40]([C:18]2[CH:19]=[C:20]3[C:15](=[C:16]([C:30]([NH2:32])=[O:31])[CH:17]=2)[NH:14][CH:13]=[C:12]3[CH:9]2[CH2:10][CH2:11][N:6]([S:3]([CH2:1][CH3:2])(=[O:5])=[O:4])[CH2:7][CH2:8]2)[CH:41]=[N:42]1. The catalyst class is: 667.